This data is from Experimental lipophilicity measurements (octanol/water distribution) for 4,200 compounds from AstraZeneca. The task is: Regression/Classification. Given a drug SMILES string, predict its absorption, distribution, metabolism, or excretion properties. Task type varies by dataset: regression for continuous measurements (e.g., permeability, clearance, half-life) or binary classification for categorical outcomes (e.g., BBB penetration, CYP inhibition). For this dataset (lipophilicity_astrazeneca), we predict Y. (1) The molecule is CCO/N=C(\c1ccc(Br)cc1)C1CCN(C2(C)CCN(C(=O)c3c(Cl)cncc3Cl)CC2)CC1. The Y is 4.00 logD. (2) The molecule is CNC1=Nc2ncccc2C(c2cccs2)=NC1c1cccs1. The Y is 2.63 logD. (3) The drug is NC(=O)c1sc(-c2ccc(Cl)cc2)cc1N. The Y is 3.30 logD. (4) The molecule is CC(C)Oc1cc(OCCc2cccnc2)cc(C(=O)Nc2ccc(C(=O)O)cn2)c1. The Y is 0.810 logD. (5) The compound is Cc1ccc(NC(=O)c2ccnc(N3CCOCC3)c2)cc1Nc1ccnc(OCC(C)(C)CN(C)C)n1. The Y is 2.20 logD. (6) The molecule is Cc1ccc(OCC(=O)O)c(-n2nc3ccccc3n2)c1. The Y is -0.840 logD. (7) The molecule is c1ccc(-c2ccc(COc3ccc4c(c3)CCC(CCN3CCCCC3)C4)cc2)cc1. The Y is 3.30 logD. (8) The drug is CCn1c(-c2ccnc(Nc3ccc(S(=O)(=O)NCCOC)cc3)n2)cnc1C. The Y is 2.44 logD. (9) The drug is CC(c1ccsc1)n1[nH]c(=O)c2[nH]c3cc(Cl)ccc3c(=O)c2c1=O. The Y is 0.900 logD. (10) The molecule is O=C(COCc1ccncc1)N1CCN(c2ccc(Cl)cc2Cl)CC1. The Y is 3.38 logD.